This data is from Full USPTO retrosynthesis dataset with 1.9M reactions from patents (1976-2016). The task is: Predict the reactants needed to synthesize the given product. (1) Given the product [F:32][C:33]1[CH:34]=[CH:35][C:36]([CH2:37][N:38]2[CH:43]=[C:42]([C:44](=[O:52])[CH:45]=[C:46]([OH:51])[C:47]([OH:49])=[O:48])[C:41](=[O:53])[N:40]([CH2:54][C:55]3[CH:56]=[CH:57][C:58]([F:61])=[CH:59][CH:60]=3)[C:39]2=[O:62])=[CH:63][CH:64]=1, predict the reactants needed to synthesize it. The reactants are: C(N1C=C(C(=O)C=C(O)C(OC)=O)C(=O)N(CC2C=CC=CC=2)C1=O)C1C=CC=CC=1.[F:32][C:33]1[CH:64]=[CH:63][C:36]([CH2:37][N:38]2[CH:43]=[C:42]([C:44](=[O:52])[CH:45]=[C:46]([OH:51])[C:47]([O:49]C)=[O:48])[C:41](=[O:53])[N:40]([CH2:54][C:55]3[CH:60]=[CH:59][C:58]([F:61])=[CH:57][CH:56]=3)[C:39]2=[O:62])=[CH:35][CH:34]=1. (2) Given the product [CH3:1][O:2][C:3](=[O:17])[CH2:4][CH2:5][C:6]([C:8]1[CH:13]=[CH:12][C:11]([O:15][CH:19]2[CH2:20][CH2:21][CH2:22][CH2:23][O:18]2)=[CH:10][C:9]=1[OH:16])=[O:7], predict the reactants needed to synthesize it. The reactants are: [CH3:1][O:2][C:3](=[O:17])[CH2:4][CH2:5][C:6]([C:8]1[C:13](C)=[CH:12][C:11]([OH:15])=[CH:10][C:9]=1[OH:16])=[O:7].[O:18]1[CH:23]=[CH:22][CH2:21][CH2:20][CH2:19]1. (3) Given the product [Br:23][CH2:21][C:16]1[CH:17]=[C:18]([Cl:20])[CH:19]=[C:14]([Cl:13])[C:15]=1[I:22], predict the reactants needed to synthesize it. The reactants are: N(C(C)(C)C#N)=NC(C)(C)C#N.[Cl:13][C:14]1[CH:19]=[C:18]([Cl:20])[CH:17]=[C:16]([CH3:21])[C:15]=1[I:22].[Br:23]N1C(=O)CCC1=O. (4) Given the product [Cl:44][C:30]1[C:31]2[C:36](=[CH:35][C:34]([S:38]([N:8]([CH2:7][C:6]3[CH:5]=[CH:4][C:3]([O:2][CH3:1])=[CH:15][CH:14]=3)[C:9]3[N:10]=[CH:11][S:12][CH:13]=3)(=[O:40])=[O:39])=[CH:33][CH:32]=2)[CH:27]=[CH:28][N:29]=1, predict the reactants needed to synthesize it. The reactants are: [CH3:1][O:2][C:3]1[CH:15]=[CH:14][C:6]([CH2:7][NH:8][C:9]2[N:10]=[CH:11][S:12][CH:13]=2)=[CH:5][CH:4]=1.C[Si]([N-][Si](C)(C)C)(C)C.[Li+].F[C:27]1[C:36]2[C:31](=[C:32](F)[C:33](F)=[C:34]([S:38]([O-])(=[O:40])=[O:39])[C:35]=2F)[C:30]([Cl:44])=[N:29][C:28]=1C1C(F)=C(F)C(F)=C(F)C=1F. (5) Given the product [Cl:34][C:31]1[CH:30]=[CH:29][C:28]([CH:14]2[C:15]3([CH2:16][CH2:17][N:18]([C:21]([O:23][C:24]([CH3:26])([CH3:25])[CH3:27])=[O:22])[CH2:19][CH2:20]3)[CH2:12][N:13]2[CH:35]([CH3:37])[CH3:36])=[CH:33][CH:32]=1, predict the reactants needed to synthesize it. The reactants are: [H-].[H-].[H-].[H-].[Li+].[Al+3].[Al+3].[Cl-].[Cl-].[Cl-].O=[C:12]1[C:15]2([CH2:20][CH2:19][N:18]([C:21]([O:23][C:24]([CH3:27])([CH3:26])[CH3:25])=[O:22])[CH2:17][CH2:16]2)[CH:14]([C:28]2[CH:33]=[CH:32][C:31]([Cl:34])=[CH:30][CH:29]=2)[N:13]1[CH:35]([CH3:37])[CH3:36]. (6) Given the product [Cl:27][C:6]1[CH:5]=[N:4][CH:3]=[C:2]([Cl:1])[C:7]=1[NH:8][C:9]1[NH:10][C:11]2[C:17]3[CH2:18][C:19]([CH3:22])([CH3:21])[O:20][C:16]=3[C:15]([C:23]([NH:33][C:32]3[CH:34]=[CH:35][C:29]([F:28])=[C:30]([C:36]([F:39])([F:37])[F:38])[CH:31]=3)=[O:25])=[CH:14][C:12]=2[N:13]=1, predict the reactants needed to synthesize it. The reactants are: [Cl:1][C:2]1[CH:3]=[N:4][CH:5]=[C:6]([Cl:27])[C:7]=1[NH:8][C:9]1[NH:10][C:11]2[C:17]3[CH2:18][C:19]([CH3:22])([CH3:21])[O:20][C:16]=3[C:15]([C:23]([O:25]C)=O)=[CH:14][C:12]=2[N:13]=1.[F:28][C:29]1[CH:35]=[CH:34][C:32]([NH2:33])=[CH:31][C:30]=1[C:36]([F:39])([F:38])[F:37].C[Al](C)C. (7) Given the product [OH:9][CH2:10][CH:11]1[CH2:16][CH2:15][CH2:14][N:13]([CH2:17][CH2:18][CH2:19][C:20]([C:2]2[CH:7]=[CH:6][CH:5]=[CH:4][C:3]=2[CH3:8])=[O:23])[CH2:12]1, predict the reactants needed to synthesize it. The reactants are: I[C:2]1[CH:7]=[CH:6][CH:5]=[CH:4][C:3]=1[CH3:8].[OH:9][CH2:10][CH:11]1[CH2:16][CH2:15][CH2:14][N:13]([CH2:17][CH2:18][CH2:19][C:20]#N)[CH2:12]1.C(O)(C(F)(F)F)=[O:23].CC#N.